Task: Predict the reactants needed to synthesize the given product.. Dataset: Full USPTO retrosynthesis dataset with 1.9M reactions from patents (1976-2016) (1) Given the product [NH2:48][C:45]1[N:44]=[CH:43][N:42]=[C:41]2[C:46]=1[N:47]=[C:39]([S:38][C:29]1[C:28]([Br:27])=[CH:37][C:32]3[O:33][CH2:34][CH2:35][O:36][C:31]=3[CH:30]=1)[N:40]2[CH2:49][CH2:50][CH:51]1[CH2:52][CH2:53][N:54]([C:19](=[O:25])[CH2:20][CH2:21][C:22]([NH2:24])=[O:23])[CH2:55][CH2:56]1, predict the reactants needed to synthesize it. The reactants are: C(N(CC)CC)C.CCN=C=NCCCN(C)C.[C:19](O)(=[O:25])[CH2:20][CH2:21][C:22]([NH2:24])=[O:23].[Br:27][C:28]1[C:29]([S:38][C:39]2[N:40]([CH2:49][CH2:50][CH:51]3[CH2:56][CH2:55][NH:54][CH2:53][CH2:52]3)[C:41]3[C:46]([N:47]=2)=[C:45]([NH2:48])[N:44]=[CH:43][N:42]=3)=[CH:30][C:31]2[O:36][CH2:35][CH2:34][O:33][C:32]=2[CH:37]=1. (2) Given the product [F:1][C:2]1[CH:17]=[C:16]([O:18][CH2:19][C:20]2[CH:21]=[N:22][C:23]([O:26][CH3:27])=[CH:24][CH:25]=2)[C:15]([O:28][CH3:29])=[CH:14][C:3]=1[CH2:4][N:5]1[C:6]2[CH:11]=[CH:10][C:9]([I:12])=[CH:8][C:7]=2[N:13]=[CH:30]1, predict the reactants needed to synthesize it. The reactants are: [F:1][C:2]1[CH:17]=[C:16]([O:18][CH2:19][C:20]2[CH:21]=[N:22][C:23]([O:26][CH3:27])=[CH:24][CH:25]=2)[C:15]([O:28][CH3:29])=[CH:14][C:3]=1[CH2:4][NH:5][C:6]1[C:7]([NH2:13])=[CH:8][C:9]([I:12])=[CH:10][CH:11]=1.[CH:30](OCC)(OCC)OCC. (3) Given the product [Cl:21][C:19]1[S:20][C:54]2[NH:52][C:51]([C:58](=[O:59])[NH:23][CH:24]3[CH2:33][C:32]4[C:27](=[CH:28][CH:29]=[CH:30][CH:31]=4)[NH:26][CH2:25]3)=[CH:50][C:49]=2[CH:18]=1, predict the reactants needed to synthesize it. The reactants are: C(CNC(C1NC2[C:18](Cl)=[C:19]([Cl:21])[S:20]C=2C=1)=O)(=O)C1C=CC=CC=1.[NH2:23][CH:24]1[CH2:33][C:32]2[C:27](=[CH:28][CH:29]=[CH:30][CH:31]=2)[NH:26][CH2:25]1.C1C=CC2N(O)N=NC=2C=1.CCN=C=N[CH2:49][CH2:50][CH2:51][N:52]([CH3:54])C.CN([CH:58]=[O:59])C. (4) Given the product [CH3:27][CH:23]1[CH2:24][CH2:25][CH2:26][N:22]1[CH2:21][CH2:20][CH2:19][N:16]1[CH2:17][CH2:18][N:14]([CH:11]2[CH2:10][CH2:9][NH:8][CH2:13][CH2:12]2)[C:15]1=[C:28]([C:29]#[N:30])[C:31]#[N:32], predict the reactants needed to synthesize it. The reactants are: C([N:8]1[CH2:13][CH2:12][CH:11]([N:14]2[CH2:18][CH2:17][N:16]([CH2:19][CH2:20][CH2:21][N:22]3[CH2:26][CH2:25][CH2:24][CH:23]3[CH3:27])[C:15]2=[C:28]([C:31]#[N:32])[C:29]#[N:30])[CH2:10][CH2:9]1)C1C=CC=CC=1.ClC(OC(Cl)C)=O. (5) Given the product [C:1]([O:9][C@H:10]1[CH2:15][C@H:14]([OH:16])[CH2:13][CH2:12][C@@H:11]1[C:24]1[N:28]([CH2:29][O:30][CH2:31][CH2:32][O:33][CH3:34])[N:27]=[CH:26][CH:25]=1)(=[O:8])[C:2]1[CH:7]=[CH:6][CH:5]=[CH:4][CH:3]=1, predict the reactants needed to synthesize it. The reactants are: [C:1]([O:9][C@H:10]1[CH2:15][C@H:14]([O:16]CC2C=CC=CC=2)[CH2:13][CH2:12][C@@H:11]1[C:24]1[N:28]([CH2:29][O:30][CH2:31][CH2:32][O:33][CH3:34])[N:27]=[CH:26][CH:25]=1)(=[O:8])[C:2]1[CH:7]=[CH:6][CH:5]=[CH:4][CH:3]=1.C(O[C@@H]1CC[C@H](OCC2C=CC=CC=2)C[C@@H]1C1N(COCCOC)N=CC=1)(=O)C1C=CC=CC=1. (6) Given the product [Si:54]([O:20][CH2:19][C:18]([CH3:21])([CH3:22])[CH2:17][N:16]1[C:10]2[CH:9]=[CH:8][C:7]([Cl:6])=[CH:44][C:11]=2[C@@H:12]([C:34]2[CH:39]=[CH:38][CH:37]=[C:36]([O:40][CH3:41])[C:35]=2[O:42][CH3:43])[O:13][C@H:14]([CH2:24][C:25]2[S:26][C:27]([CH2:30][C:31]([O:33][CH2:48][CH3:49])=[O:32])=[CH:28][N:29]=2)[C:15]1=[O:23])([C:50]([CH3:53])([CH3:52])[CH3:51])([CH3:57])[CH3:56], predict the reactants needed to synthesize it. The reactants are: S(=O)(=O)(O)O.[Cl:6][C:7]1[CH:8]=[CH:9][C:10]2[N:16]([CH2:17][C:18]([CH3:22])([CH3:21])[CH2:19][OH:20])[C:15](=[O:23])[C@@H:14]([CH2:24][C:25]3[S:26][C:27]([CH2:30][C:31]([OH:33])=[O:32])=[CH:28][N:29]=3)[O:13][C@H:12]([C:34]3[CH:39]=[CH:38][CH:37]=[C:36]([O:40][CH3:41])[C:35]=3[O:42][CH3:43])[C:11]=2[CH:44]=1.N1[CH:49]=[CH:48]N=C1.[C:50]([Si:54]([CH3:57])([CH3:56])Cl)([CH3:53])([CH3:52])[CH3:51]. (7) The reactants are: [NH2:1][C:2]1[N:3]=[CH:4][C:5]([C:13]2[CH:14]=[C:15]([CH:19]=[CH:20][CH:21]=2)[C:16]([OH:18])=O)=[N:6][C:7]=1[C:8]([NH:10][CH2:11][CH3:12])=[O:9].ON1C2C=CC=CC=2N=N1.CN1CCOCC1.[CH2:39]([NH2:46])[C:40]1[CH:45]=[CH:44][CH:43]=[CH:42][CH:41]=1. Given the product [NH2:1][C:2]1[C:7]([C:8]([NH:10][CH2:11][CH3:12])=[O:9])=[N:6][C:5]([C:13]2[CH:21]=[CH:20][CH:19]=[C:15]([C:16]([NH:46][CH2:39][C:40]3[CH:45]=[CH:44][CH:43]=[CH:42][CH:41]=3)=[O:18])[CH:14]=2)=[CH:4][N:3]=1, predict the reactants needed to synthesize it.